Dataset: NCI-60 drug combinations with 297,098 pairs across 59 cell lines. Task: Regression. Given two drug SMILES strings and cell line genomic features, predict the synergy score measuring deviation from expected non-interaction effect. (1) Drug 1: CC12CCC3C(C1CCC2NC(=O)OCC(F)(F)F)CCC4C3(C=CC(=O)N4C)C. Drug 2: CS(=O)(=O)CCNCC1=CC=C(O1)C2=CC3=C(C=C2)N=CN=C3NC4=CC(=C(C=C4)OCC5=CC(=CC=C5)F)Cl. Cell line: NCI-H460. Synergy scores: CSS=6.76, Synergy_ZIP=-4.27, Synergy_Bliss=-4.87, Synergy_Loewe=-0.454, Synergy_HSA=-0.309. (2) Cell line: OVCAR-5. Synergy scores: CSS=13.5, Synergy_ZIP=-8.82, Synergy_Bliss=-3.98, Synergy_Loewe=-8.00, Synergy_HSA=-1.88. Drug 1: COC1=CC(=CC(=C1O)OC)C2C3C(COC3=O)C(C4=CC5=C(C=C24)OCO5)OC6C(C(C7C(O6)COC(O7)C8=CC=CS8)O)O. Drug 2: C1CN1P(=S)(N2CC2)N3CC3.